Dataset: Full USPTO retrosynthesis dataset with 1.9M reactions from patents (1976-2016). Task: Predict the reactants needed to synthesize the given product. (1) Given the product [CH3:55][CH:52]1[N:51]([C:56]2[CH:61]=[CH:60][C:59]([C:62]([N:64]3[CH2:65][CH2:66][N:67]([C:70]4[C:75]([CH3:76])=[CH:74][C:73]([CH3:77])=[C:72]([CH3:78])[N:71]=4)[CH2:68][CH2:69]3)=[O:63])=[CH:58][CH:57]=2)[C:50](=[O:79])[NH:49][C:53]1=[O:54], predict the reactants needed to synthesize it. The reactants are: IC1C=CC(C(N2CCN(C3C(C)=CC(C)=C(C)N=3)CC2)=O)=CC=1.COC1C=CC(CN2C(=O)C(C)NC2=O)=CC=1.COC1C=CC(C[N:49]2[C:53](=[O:54])[CH:52]([CH3:55])[N:51]([C:56]3[CH:61]=[CH:60][C:59]([C:62]([N:64]4[CH2:69][CH2:68][N:67]([C:70]5[C:75]([CH3:76])=[CH:74][C:73]([CH3:77])=[C:72]([CH3:78])[N:71]=5)[CH2:66][CH2:65]4)=[O:63])=[CH:58][CH:57]=3)[C:50]2=[O:79])=CC=1. (2) Given the product [CH2:2]([O:4][C:5](=[O:10])[C:6]([NH:7][C:73]([C:44]1[N:45]([C:63]2[CH:64]=[CH:65][C:66]([O:69][CH:70]([CH3:72])[CH3:71])=[CH:67][CH:68]=2)[C:46]2[C:51]([C:43]=1[Cl:42])=[CH:50][C:49]([O:52][C:53]1[CH:54]=[CH:55][C:56]([C:59]([F:62])([F:61])[F:60])=[CH:57][CH:58]=1)=[CH:48][CH:47]=2)=[O:74])([CH3:9])[CH3:8])[CH3:3], predict the reactants needed to synthesize it. The reactants are: Cl.[CH2:2]([O:4][C:5](=[O:10])[C:6]([CH3:9])([CH3:8])[NH2:7])[CH3:3].CCN(CC)CC.CN(C(ON1N=NC2C=CC=CC1=2)=[N+](C)C)C.F[P-](F)(F)(F)(F)F.[Cl:42][C:43]1[C:51]2[C:46](=[CH:47][CH:48]=[C:49]([O:52][C:53]3[CH:58]=[CH:57][C:56]([C:59]([F:62])([F:61])[F:60])=[CH:55][CH:54]=3)[CH:50]=2)[N:45]([C:63]2[CH:68]=[CH:67][C:66]([O:69][CH:70]([CH3:72])[CH3:71])=[CH:65][CH:64]=2)[C:44]=1[C:73](O)=[O:74]. (3) Given the product [C:6]([C:7]1[CH:8]=[C:9]([CH:13]=[CH:14][CH:15]=1)[C:10]([NH2:12])=[O:11])#[CH:5], predict the reactants needed to synthesize it. The reactants are: C[Si]([C:5]#[C:6][C:7]1[CH:8]=[C:9]([CH:13]=[CH:14][CH:15]=1)[C:10]([NH2:12])=[O:11])(C)C.CCCC[N+](CCCC)(CCCC)CCCC.[F-].O. (4) Given the product [OH:8][CH2:9][CH2:10][CH:11]1[CH2:15][CH2:14][N:13]([CH:16]=[CH2:17])[C:12]1=[O:18], predict the reactants needed to synthesize it. The reactants are: [Si]([O:8][CH2:9][CH2:10][CH:11]1[CH2:15][CH2:14][N:13]([CH:16]=[CH2:17])[C:12]1=[O:18])(C(C)(C)C)(C)C.[F-].C([N+](CCCC)(CCCC)CCCC)CCC. (5) Given the product [Cl:1][C:2]1[CH:3]=[CH:4][C:5]([CH2:6][NH:7][C:8]([C:10]2[C:11](=[O:24])[C:12]3[CH:21]=[C:20]([CH2:22][O:35][CH2:34][C@@H:33]([OH:36])[C:27]4[CH:32]=[CH:31][CH:30]=[CH:29][CH:28]=4)[S:19][C:13]=3[N:14]([CH2:16][CH2:17][OH:18])[CH:15]=2)=[O:9])=[CH:25][CH:26]=1, predict the reactants needed to synthesize it. The reactants are: [Cl:1][C:2]1[CH:26]=[CH:25][C:5]([CH2:6][NH:7][C:8]([C:10]2[C:11](=[O:24])[C:12]3[CH:21]=[C:20]([CH2:22]Cl)[S:19][C:13]=3[N:14]([CH2:16][CH2:17][OH:18])[CH:15]=2)=[O:9])=[CH:4][CH:3]=1.[C:27]1([C@H:33]([OH:36])[CH2:34][OH:35])[CH:32]=[CH:31][CH:30]=[CH:29][CH:28]=1. (6) Given the product [Cl:12][C:13]1[C:21]([C:22]([F:23])([F:24])[F:25])=[CH:20][CH:19]=[CH:18][C:14]=1[C:15]([NH:11][C@@H:7]1[CH2:8][CH2:9][CH2:10][C@@H:6]1[N:1]1[CH2:2][CH2:3][CH2:4][CH2:5]1)=[O:16], predict the reactants needed to synthesize it. The reactants are: [N:1]1([C@H:6]2[CH2:10][CH2:9][CH2:8][C@H:7]2[NH2:11])[CH2:5][CH2:4][CH2:3][CH2:2]1.[Cl:12][C:13]1[C:21]([C:22]([F:25])([F:24])[F:23])=[CH:20][CH:19]=[CH:18][C:14]=1[C:15](O)=[O:16]. (7) Given the product [F:1][C:2]([F:7])([F:6])[C:3]([OH:5])=[O:4].[C:40]1([CH:39]([C:46]2[CH:47]=[CH:48][CH:49]=[CH:50][CH:51]=2)[CH2:38][NH:37][C:16]2[N:15]=[C:14]([N:11]3[CH2:12][CH2:13][C@@H:9]([NH:8][C:59]([NH:58][C:54]4[CH:53]=[N:52][CH:57]=[CH:56][CH:55]=4)=[O:60])[CH2:10]3)[N:22]=[C:21]3[C:17]=2[N:18]=[CH:19][N:20]3[C@H:23]2[C@H:27]([OH:28])[C@H:26]([OH:29])[C@@H:25]([C:30]3[N:31]=[N:32][N:33]([CH2:35][CH3:36])[N:34]=3)[O:24]2)[CH:41]=[CH:42][CH:43]=[CH:44][CH:45]=1, predict the reactants needed to synthesize it. The reactants are: [F:1][C:2]([F:7])([F:6])[C:3]([OH:5])=[O:4].[NH2:8][C@@H:9]1[CH2:13][CH2:12][N:11]([C:14]2[N:22]=[C:21]3[C:17]([N:18]=[CH:19][N:20]3[C@H:23]3[C@H:27]([OH:28])[C@H:26]([OH:29])[C@@H:25]([C:30]4[N:31]=[N:32][N:33]([CH2:35][CH3:36])[N:34]=4)[O:24]3)=[C:16]([NH:37][CH2:38][CH:39]([C:46]3[CH:51]=[CH:50][CH:49]=[CH:48][CH:47]=3)[C:40]3[CH:45]=[CH:44][CH:43]=[CH:42][CH:41]=3)[N:15]=2)[CH2:10]1.[N:52]1[CH:57]=[CH:56][CH:55]=[C:54]([N:58]=[C:59]=[O:60])[CH:53]=1.